This data is from Catalyst prediction with 721,799 reactions and 888 catalyst types from USPTO. The task is: Predict which catalyst facilitates the given reaction. (1) Reactant: N[C@H:2]([C:11]([OH:13])=[O:12])[CH2:3][C:4]1[CH:9]=[CH:8][C:7]([OH:10])=[CH:6][CH:5]=1.N([O-])=O.[Na+].[BrH:18]. Product: [Br:18][CH:2]([CH2:3][C:4]1[CH:9]=[CH:8][C:7]([OH:10])=[CH:6][CH:5]=1)[C:11]([OH:13])=[O:12]. The catalyst class is: 6. (2) Reactant: [CH:1]1([C:4]2[O:8][N:7]=[C:6]([C:9]3[C:14]([Cl:15])=[CH:13][N:12]=[CH:11][C:10]=3[Cl:16])[C:5]=2[CH2:17][O:18][C:19]2[CH:24]=[CH:23][C:22]([C:25]3[CH:26]=[C:27]4[C:32](=[CH:33][CH:34]=3)[N:31]=[C:30]([C:35]([O:37]C)=[O:36])[CH:29]=[CH:28]4)=[CH:21][CH:20]=2)[CH2:3][CH2:2]1.O1CCCC1.[OH-].[Na+].Cl. Product: [CH:1]1([C:4]2[O:8][N:7]=[C:6]([C:9]3[C:10]([Cl:16])=[CH:11][N:12]=[CH:13][C:14]=3[Cl:15])[C:5]=2[CH2:17][O:18][C:19]2[CH:20]=[CH:21][C:22]([C:25]3[CH:26]=[C:27]4[C:32](=[CH:33][CH:34]=3)[N:31]=[C:30]([C:35]([OH:37])=[O:36])[CH:29]=[CH:28]4)=[CH:23][CH:24]=2)[CH2:2][CH2:3]1. The catalyst class is: 5. (3) Reactant: [Cl:1][C:2]1[CH:21]=[C:20]([Cl:22])[CH:19]=[CH:18][C:3]=1[CH2:4][N:5]1[C:9]([CH2:10][CH2:11][CH2:12][OH:13])=[CH:8][C:7]([O:14][CH:15]([CH3:17])[CH3:16])=[N:6]1.O[C:24]1[N:25]=[C:26]([CH3:34])[S:27][C:28]=1[C:29]([O:31][CH2:32][CH3:33])=[O:30].C(P(CCCC)CCCC)CCC.N(C(N1CCCCC1)=O)=NC(N1CCCCC1)=O. Product: [Cl:1][C:2]1[CH:21]=[C:20]([Cl:22])[CH:19]=[CH:18][C:3]=1[CH2:4][N:5]1[C:9]([CH2:10][CH2:11][CH2:12][O:13][C:24]2[N:25]=[C:26]([CH3:34])[S:27][C:28]=2[C:29]([O:31][CH2:32][CH3:33])=[O:30])=[CH:8][C:7]([O:14][CH:15]([CH3:17])[CH3:16])=[N:6]1. The catalyst class is: 7. (4) Reactant: [F:1][C:2]([F:14])([F:13])[S:3][C:4]1[CH:12]=[CH:11][C:7]([C:8]([OH:10])=O)=[CH:6][CH:5]=1.[NH:15]1[C:23]2[C:18](=[CH:19][CH:20]=[C:21]([CH2:24][NH2:25])[CH:22]=2)[CH:17]=[CH:16]1.N=C=N. Product: [NH:15]1[C:23]2[C:18](=[CH:19][CH:20]=[C:21]([CH2:24][NH:25][C:8](=[O:10])[C:7]3[CH:6]=[CH:5][C:4]([S:3][C:2]([F:1])([F:14])[F:13])=[CH:12][CH:11]=3)[CH:22]=2)[CH:17]=[CH:16]1. The catalyst class is: 120. (5) Reactant: [CH3:1][C:2]([C:8]1[CH:13]=[CH:12][CH:11]=[CH:10][N:9]=1)([CH3:7])[C:3]([O:5]C)=[O:4].CO.[OH-].[Na+]. Product: [CH3:7][C:2]([C:8]1[CH:13]=[CH:12][CH:11]=[CH:10][N:9]=1)([CH3:1])[C:3]([OH:5])=[O:4]. The catalyst class is: 6. (6) Reactant: C[Si]([N-][Si](C)(C)C)(C)C.[K+].O1CCCC1.[CH3:16][O:17][C:18]1[CH:23]=[CH:22][C:21]([CH2:24][C:25](=[O:27])[CH3:26])=[CH:20][CH:19]=1.[C:28]([O:32][C:33](=[O:50])[N:34]([C:41]1[C:44](=O)[C:43](=[O:46])[C:42]=1[O:47]CC)[CH:35]([CH3:40])[C:36]([CH3:39])([CH3:38])[CH3:37])([CH3:31])([CH3:30])[CH3:29]. Product: [C:28]([O:32][C:33](=[O:50])[N:34]([C:41]1[C:42](=[O:47])[C:43](=[O:46])[C:44]=1[CH:24]([C:21]1[CH:22]=[CH:23][C:18]([O:17][CH3:16])=[CH:19][CH:20]=1)[C:25](=[O:27])[CH3:26])[CH:35]([CH3:40])[C:36]([CH3:39])([CH3:37])[CH3:38])([CH3:29])([CH3:30])[CH3:31]. The catalyst class is: 27.